The task is: Predict the product of the given reaction.. This data is from Forward reaction prediction with 1.9M reactions from USPTO patents (1976-2016). (1) Given the reactants [C:1]([OH:8])(=[O:7])/[CH:2]=[CH:3]/[C:4]([OH:6])=[O:5].[NH:9]1[CH2:13][CH2:12][C@@H:11]([O:14]/[N:15]=[C:16]2\[CH2:17][CH:18]3[C@:31]([CH3:35])([CH2:32][C@H:33]\2[F:34])[C@@H:30]2[C@H:21]([C@H:22]4[C@@:26]([CH2:28][CH2:29]2)([CH3:27])[C@@H:25]([OH:36])[CH2:24][CH2:23]4)[CH2:20][C:19]3=O)[CH2:10]1.Cl.[CH3:39][O:40][NH2:41], predict the reaction product. The product is: [C:1]([OH:8])(=[O:7])/[CH:2]=[CH:3]/[C:4]([OH:6])=[O:5].[NH:9]1[CH2:13][CH2:12][C@@H:11]([O:14]/[N:15]=[C:16]2\[CH2:17][CH:18]3[C@:31]([CH3:35])([CH2:32][C@H:33]\2[F:34])[C@@H:30]2[C@H:21]([C@H:22]4[C@@:26]([CH2:28][CH2:29]2)([CH3:27])[C@@H:25]([OH:36])[CH2:24][CH2:23]4)[CH2:20]/[C:19]/3=[N:41]\[O:40][CH3:39])[CH2:10]1. (2) Given the reactants [OH-].[K+].[Cl:3][C:4]1[CH:12]=[CH:11][CH:10]=[C:9]2[C:5]=1[C:6]([NH2:13])=[N:7][NH:8]2.[C:14]([C:16]1[CH:17]=[C:18]([CH:21]=[CH:22][CH:23]=1)[CH2:19]Br)#[N:15].O, predict the reaction product. The product is: [NH2:13][C:6]1[C:5]2[C:9](=[CH:10][CH:11]=[CH:12][C:4]=2[Cl:3])[N:8]([CH2:19][C:18]2[CH:17]=[C:16]([CH:23]=[CH:22][CH:21]=2)[C:14]#[N:15])[N:7]=1.